This data is from Forward reaction prediction with 1.9M reactions from USPTO patents (1976-2016). The task is: Predict the product of the given reaction. (1) Given the reactants C(OC([NH:8][C:9]1([C@H:12]2[CH2:16][N:15]([C@H](C3C=CC=CC=3)C)[CH2:14][C@H:13]2[F:25])[CH2:11][CH2:10]1)=O)(C)(C)C.[NH2:26][C:27]1[C:40]2[C:39](=[O:41])[C:38]([C:42]([OH:44])=[O:43])=[CH:37][N:32]3[C@@H:33]([CH3:36])[CH2:34][O:35][C:30]([C:31]=23)=[C:29](F)[C:28]=1[F:46].C(N(CC)CC)C, predict the reaction product. The product is: [NH2:26][C:27]1[C:40]2[C:39](=[O:41])[C:38]([C:42]([OH:44])=[O:43])=[CH:37][N:32]3[C@@H:33]([CH3:36])[CH2:34][O:35][C:30]([C:31]=23)=[C:29]([N:15]2[CH2:16][C@H:12]([C:9]3([NH2:8])[CH2:11][CH2:10]3)[C@H:13]([F:25])[CH2:14]2)[C:28]=1[F:46]. (2) Given the reactants Br[C:2]1[CH:3]=[CH:4][C:5]2[C:11]3[S:12][C:13]([C:15]4[N:19]([CH:20]([CH3:22])[CH3:21])[C:18](=[O:23])[NH:17][N:16]=4)=[CH:14][C:10]=3[CH2:9][CH2:8][O:7][C:6]=2[CH:24]=1.[C:25]([Cu])#[N:26], predict the reaction product. The product is: [CH:20]([N:19]1[C:18](=[O:23])[NH:17][N:16]=[C:15]1[C:13]1[S:12][C:11]2[C:5]3[CH:4]=[CH:3][C:2]([C:25]#[N:26])=[CH:24][C:6]=3[O:7][CH2:8][CH2:9][C:10]=2[CH:14]=1)([CH3:22])[CH3:21].